Predict which catalyst facilitates the given reaction. From a dataset of Catalyst prediction with 721,799 reactions and 888 catalyst types from USPTO. (1) Reactant: [NH2:1][C:2]1[CH:3]=[CH:4][C:5]([O:8][C:9](=[O:18])[N:10]([CH3:17])[C:11]2[CH:16]=[CH:15][CH:14]=[CH:13][CH:12]=2)=[N:6][CH:7]=1.[C:19]([C:21]1[CH:29]=[CH:28][C:24]([C:25](Cl)=[O:26])=[CH:23][CH:22]=1)#[N:20].C(N(CC)CC)C.ClCCl. Product: [C:19]([C:21]1[CH:29]=[CH:28][C:24]([C:25]([NH:1][C:2]2[CH:3]=[CH:4][C:5]([O:8][C:9](=[O:18])[N:10]([CH3:17])[C:11]3[CH:16]=[CH:15][CH:14]=[CH:13][CH:12]=3)=[N:6][CH:7]=2)=[O:26])=[CH:23][CH:22]=1)#[N:20]. The catalyst class is: 10. (2) Reactant: [CH3:1][CH:2]([CH2:18][CH3:19])[CH:3]([C:11]1[CH:16]=[CH:15][C:14]([CH3:17])=[CH:13][CH:12]=1)[C:4]([O:6][C:7]([CH3:10])([CH3:9])[CH3:8])=[O:5].[Br:20]N1C(=O)CCC1=O. Product: [Br:20][CH2:17][C:14]1[CH:15]=[CH:16][C:11]([CH:3]([CH:2]([CH3:1])[CH2:18][CH3:19])[C:4]([O:6][C:7]([CH3:10])([CH3:8])[CH3:9])=[O:5])=[CH:12][CH:13]=1. The catalyst class is: 4. (3) Product: [CH:13]1([N:17]2[C:22](=[O:23])[C:21]([CH2:24][C:25]3[CH:26]=[CH:27][C:28]([C:31]4[CH:36]=[CH:35][CH:34]=[CH:33][C:32]=4[C:37]4[NH:3][C:4](=[O:7])[O:5][N:38]=4)=[CH:29][CH:30]=3)=[C:20]([CH2:39][CH2:40][CH3:41])[N:19]3[N:42]=[C:43]([CH3:45])[N:44]=[C:18]23)[CH2:16][CH2:15][CH2:14]1. Reactant: [Cl-].O[NH3+:3].[C:4](=[O:7])([O-])[OH:5].[Na+].CS(C)=O.[CH:13]1([N:17]2[C:22](=[O:23])[C:21]([CH2:24][C:25]3[CH:30]=[CH:29][C:28]([C:31]4[C:32]([C:37]#[N:38])=[CH:33][CH:34]=[CH:35][CH:36]=4)=[CH:27][CH:26]=3)=[C:20]([CH2:39][CH2:40][CH3:41])[N:19]3[N:42]=[C:43]([CH3:45])[N:44]=[C:18]23)[CH2:16][CH2:15][CH2:14]1. The catalyst class is: 13. (4) Product: [C:1]([O:5][C@@H:6]([C:12]1[C:21]([CH3:22])=[CH:20][C:19]2[C:14](=[CH:15][CH:16]=[CH:17][CH:18]=2)[C:13]=1[C:23]1[CH2:28][CH2:27][CH2:26][CH2:25][CH:24]=1)[C:7]([OH:9])=[O:8])([CH3:4])([CH3:2])[CH3:3]. The catalyst class is: 162. Reactant: [C:1]([O:5][C@@H:6]([C:12]1[C:21]([CH3:22])=[CH:20][C:19]2[C:14](=[CH:15][CH:16]=[CH:17][CH:18]=2)[C:13]=1[C:23]1[CH2:28][CH2:27][CH2:26][CH2:25][CH:24]=1)[C:7]([O:9]CC)=[O:8])([CH3:4])([CH3:3])[CH3:2].[OH-].[Na+]. (5) Reactant: Cl.[Cl:2][C:3]1[CH:8]=[CH:7][C:6]([NH:9]C(=O)C(C)(C)C)=[C:5]([C:16](=[O:21])[C:17]([F:20])([F:19])[F:18])[CH:4]=1.O.CC([O-])=O.[Na+]. Product: [NH2:9][C:6]1[CH:7]=[CH:8][C:3]([Cl:2])=[CH:4][C:5]=1[C:16](=[O:21])[C:17]([F:20])([F:18])[F:19]. The catalyst class is: 15. (6) Reactant: C[O:2][C:3](=[O:47])[CH:4]([C:24]1[S:25][C:26]([C:29]2[C:37]3[C:32](=[N:33][CH:34]=[CH:35][CH:36]=3)[N:31](S(C3C=CC=CC=3)(=O)=O)[CH:30]=2)=[CH:27][CH:28]=1)[NH:5][C:6]([C:8]1[C:9](=[O:23])[N:10]([CH2:14][C:15]2[CH:20]=[CH:19][C:18]([F:21])=[C:17]([F:22])[CH:16]=2)[CH:11]=[CH:12][CH:13]=1)=[O:7].C(Cl)Cl.C[O-].[Na+]. Product: [F:22][C:17]1[CH:16]=[C:15]([CH:20]=[CH:19][C:18]=1[F:21])[CH2:14][N:10]1[CH:11]=[CH:12][CH:13]=[C:8]([C:6]([NH:5][CH:4]([C:24]2[S:25][C:26]([C:29]3[C:37]4[C:32](=[N:33][CH:34]=[CH:35][CH:36]=4)[NH:31][CH:30]=3)=[CH:27][CH:28]=2)[C:3]([OH:47])=[O:2])=[O:7])[C:9]1=[O:23]. The catalyst class is: 5. (7) Reactant: C([O-])([O-])=O.[K+].[K+].[NH:7]1[CH2:12][CH2:11][O:10][CH2:9][CH2:8]1.Br[CH2:14][CH2:15][CH2:16][C:17]#[N:18]. Product: [O:10]1[CH2:11][CH2:12][N:7]([CH2:14][CH2:15][CH2:16][C:17]#[N:18])[CH2:8][CH2:9]1. The catalyst class is: 10. (8) Reactant: S(=O)(=O)(O)O.[N+:6]([C:9]1[CH:14]=[C:13]([N+:15]([O-:17])=[O:16])[CH:12]=[CH:11][C:10]=1[NH:18][NH2:19])([O-:8])=[O:7].O.[C:21]1(=O)[CH2:26][CH2:25][CH2:24][CH2:23][CH2:22]1. Product: [N+:6]([C:9]1[CH:14]=[C:13]([N+:15]([O-:17])=[O:16])[CH:12]=[CH:11][C:10]=1[NH:18][N:19]=[C:21]1[CH2:26][CH2:25][CH2:24][CH2:23][CH2:22]1)([O-:8])=[O:7]. The catalyst class is: 8. (9) Reactant: [F:1][C:2]([F:18])([F:17])[C:3]1[CH:8]=[CH:7][C:6]([C:9]2[CH:16]=[CH:15][C:12]([CH:13]=O)=[CH:11][CH:10]=2)=[CH:5][CH:4]=1.[CH3:19][NH2:20].S([O-])([O-])(=O)=O.[Mg+2].[BH4-].[Na+]. Product: [CH3:19][NH:20][CH2:13][C:12]1[CH:15]=[CH:16][C:9]([C:6]2[CH:7]=[CH:8][C:3]([C:2]([F:18])([F:17])[F:1])=[CH:4][CH:5]=2)=[CH:10][CH:11]=1. The catalyst class is: 1. (10) Reactant: [Cl:1][C:2]1[CH:7]=[CH:6][C:5]([C:8]2[S:16][C:15]3[C:14](=[O:17])[N:13]([C:18]4[CH:23]=[CH:22][C:21]([OH:24])=[C:20]([O:25][CH3:26])[CH:19]=4)[CH:12]=[N:11][C:10]=3[CH:9]=2)=[CH:4][CH:3]=1.Cl[CH2:28][CH:29]1[CH2:34][CH2:33][CH2:32][N:31]([CH3:35])[CH2:30]1.C([O-])([O-])=O.[Cs+].[Cs+]. Product: [Cl:1][C:2]1[CH:3]=[CH:4][C:5]([C:8]2[S:16][C:15]3[C:14](=[O:17])[N:13]([C:18]4[CH:23]=[CH:22][C:21]([O:24][CH2:28][CH:29]5[CH2:34][CH2:33][CH2:32][N:31]([CH3:35])[CH2:30]5)=[C:20]([O:25][CH3:26])[CH:19]=4)[CH:12]=[N:11][C:10]=3[CH:9]=2)=[CH:6][CH:7]=1. The catalyst class is: 4.